This data is from Experimental lipophilicity measurements (octanol/water distribution) for 4,200 compounds from AstraZeneca. The task is: Regression/Classification. Given a drug SMILES string, predict its absorption, distribution, metabolism, or excretion properties. Task type varies by dataset: regression for continuous measurements (e.g., permeability, clearance, half-life) or binary classification for categorical outcomes (e.g., BBB penetration, CYP inhibition). For this dataset (lipophilicity_astrazeneca), we predict Y. (1) The drug is Cc1cc(S(=O)(=O)N2CCN(C)CC2)ccc1-c1cnc(N)c(C(=O)Nc2cccnc2)n1. The Y is 2.60 logD. (2) The drug is N=C(N)Nc1ccc(C(=O)Oc2ccccc2)cc1. The Y is -0.210 logD. (3) The molecule is CN[C@@H](C)C(=O)N[C@H](C(=O)N[C@H]1CCCCN(Cc2ccccc2)C1)C1CCCCC1. The Y is 2.12 logD. (4) The molecule is Clc1cccc(-c2cnc3ccc(NC4CCOCC4)nn23)c1. The Y is 4.30 logD. (5) The drug is CC(C)Cn1c(=O)n(C)c(=O)c2c(C(=O)N3CC[C@@H](O)C3)c(Cc3cccc4ncccc34)sc21. The Y is 1.98 logD. (6) The compound is Nc1nc2cc3c(cc2s1)CCN(Cc1ccccc1)CC3. The Y is 2.66 logD. (7) The drug is N#CC1(NC(=O)[C@@H]2CCCC[C@H]2C(=O)N2CCN(c3nc4ncccc4s3)CC2)CC1. The Y is 1.40 logD.